This data is from Reaction yield outcomes from USPTO patents with 853,638 reactions. The task is: Predict the reaction yield, written as a fraction of the theoretical maximum amount of product (1.0 means a 100% yield; for example, 0.34 means a 34% yield). (1) The reactants are [CH:1](=[C:8]1/[N:9]=[C:10]([C:14]2[CH:19]=[C:18]([F:20])[CH:17]=[CH:16][C:15]=2[F:21])[NH:11][C:12]/1=[O:13])/[C:2]1[CH:7]=[CH:6][CH:5]=[CH:4][CH:3]=1.[Cl:22][C:23]1[CH:24]=[C:25](/[CH:29]=[CH:30]/[CH:31]=[O:32])[CH:26]=[CH:27][CH:28]=1. No catalyst specified. The product is [Cl:22][C:23]1[CH:24]=[C:25]([CH:26]=[CH:27][CH:28]=1)[CH2:29][CH:30]1[C:31](=[O:32])[O:13][C:12]2[NH:11][C:10]([C:14]3[CH:19]=[C:18]([F:20])[CH:17]=[CH:16][C:15]=3[F:21])=[N:9][C:8]=2[CH:1]1[C:2]1[CH:3]=[CH:4][CH:5]=[CH:6][CH:7]=1. The yield is 0.460. (2) The reactants are [N+:1]([C:4]1[CH:9]=[CH:8][CH:7]=[C:6]([O:10][CH3:11])[C:5]=1[OH:12])([O-])=O.[CH2:13](OC(OCC)OCC)C. The catalyst is [Pd].C(O)C.C1(C)C=CC(S(O)(=O)=O)=CC=1. The product is [CH3:11][O:10][C:6]1[C:5]2[O:12][CH:13]=[N:1][C:4]=2[CH:9]=[CH:8][CH:7]=1. The yield is 0.850. (3) The reactants are [C:1]1(N=C=O)[CH:6]=[CH:5][CH:4]=CC=1.[CH2:10]([NH:12][C:13](=[O:31])[O:14][CH:15]1[CH2:20][C:19]([CH3:22])([CH3:21])[N:18]([O:23][C:24](=[O:28])[NH:25][CH2:26][CH3:27])[C:17]([CH3:30])([CH3:29])[CH2:16]1)[CH3:11]. No catalyst specified. The product is [C:10]1([NH:12][C:13](=[O:31])[O:14][CH:15]2[CH2:20][C:19]([CH3:22])([CH3:21])[N:18]([O:23][C:24](=[O:28])[NH:25][C:26]3[CH:4]=[CH:5][CH:6]=[CH:1][CH:27]=3)[C:17]([CH3:29])([CH3:30])[CH2:16]2)[CH:1]=[CH:6][CH:5]=[CH:4][CH:11]=1. The yield is 0.640. (4) The reactants are C(O[C:6]([N:8]1[C@@H:12]([CH3:13])[CH2:11][CH2:10][C@H:9]1[C:14]1[NH:18][C:17]2[C:19]3[C:24]([CH:25]=[CH:26][C:16]=2[N:15]=1)=[CH:23][C:22]1[C:27]2[C:32]([CH2:33][O:34][C:21]=1[CH:20]=3)=[CH:31][C:30]([C:35]1[NH:39][C:38]([C@@H:40]3[CH2:44][CH2:43][C@H:42]([CH3:45])[N:41]3[C:46](OC(C)(C)C)=[O:47])=[N:37][CH:36]=1)=[CH:29][CH:28]=2)=[O:7])(C)(C)C.Cl.[CH3:54][O:55][C:56]([NH:58][C@@H:59]([CH:63]([CH3:65])[CH3:64])C(O)=O)=[O:57].CN(C(ON1N=NC2[CH:77]=[CH:78][CH:79]=[N:80]C1=2)=[N+](C)C)C.F[P-](F)(F)(F)(F)F.[CH3:90]CN(C(C)C)C(C)C.CO.C[CH2:102][O:103][C:104](C)=[O:105]. The catalyst is C(Cl)Cl.CN(C=O)C.CO. The product is [CH3:102][O:103][C:104]([NH:80][C@@H:79]([CH:78]([CH3:90])[CH3:77])[C:6]([N:8]1[C@@H:12]([CH3:13])[CH2:11][CH2:10][C@H:9]1[C:14]1[NH:18][C:17]2[C:19]3[C:24]([CH:25]=[CH:26][C:16]=2[N:15]=1)=[CH:23][C:22]1[C:27]2[C:32]([CH2:33][O:34][C:21]=1[CH:20]=3)=[CH:31][C:30]([C:35]1[NH:39][C:38]([C@@H:40]3[CH2:44][CH2:43][C@H:42]([CH3:45])[N:41]3[C:46](=[O:47])[C@@H:59]([NH:58][C:56](=[O:57])[O:55][CH3:54])[CH:63]([CH3:64])[CH3:65])=[N:37][CH:36]=1)=[CH:29][CH:28]=2)=[O:7])=[O:105]. The yield is 0.690. (5) The reactants are [N+:1](CCC)([O-:3])=[O:2].[O:7]1[CH2:11][CH2:10][CH2:9][CH2:8]1.N12CCCN=C1CCC[CH2:14][CH2:13]2.C(=O)CC. The catalyst is C(OCC)(=O)C. The product is [OH:7][CH:8]([CH2:13][CH3:14])[CH:9]([N+:1]([O-:3])=[O:2])[CH2:10][CH3:11]. The yield is 0.840. (6) The reactants are [NH2:1][C:2]1[C:3]([O:20][CH3:21])=[CH:4][C:5]([CH:17]([CH3:19])[CH3:18])=[C:6]([CH:16]=1)[O:7][C:8]1[C:9]([NH2:15])=[N:10][C:11]([NH2:14])=[N:12][CH:13]=1.[CH2:22]([N:24]=[C:25]=[O:26])[CH3:23]. The catalyst is C1(C)C=CC=CC=1. The product is [NH2:14][C:11]1[N:10]=[C:9]([NH2:15])[C:8]([O:7][C:6]2[C:5]([CH:17]([CH3:19])[CH3:18])=[CH:4][C:3]([O:20][CH3:21])=[C:2]([NH:1][C:25]([NH:24][CH2:22][CH3:23])=[O:26])[CH:16]=2)=[CH:13][N:12]=1. The yield is 0.830.